Predict the reaction yield, written as a fraction of the theoretical maximum amount of product (1.0 means a 100% yield; for example, 0.34 means a 34% yield). From a dataset of Reaction yield outcomes from USPTO patents with 853,638 reactions. (1) The reactants are [C:1]([N:4]1[C:13]2[C:8](=[CH:9][CH:10]=[C:11]([C:14]3[S:15][C:16](Cl)=[C:17]([C:19]([O:21][CH2:22][CH3:23])=[O:20])[N:18]=3)[CH:12]=2)[CH2:7][CH2:6][CH2:5]1)(=[O:3])[CH3:2].[C:25]1([OH:31])[CH:30]=[CH:29][CH:28]=[CH:27][CH:26]=1.[OH-].[K+].CN(C=O)C. The catalyst is CCOC(C)=O.O. The product is [C:1]([N:4]1[C:13]2[C:8](=[CH:9][CH:10]=[C:11]([C:14]3[S:15][C:16]([O:31][C:25]4[CH:30]=[CH:29][CH:28]=[CH:27][CH:26]=4)=[C:17]([C:19]([O:21][CH2:22][CH3:23])=[O:20])[N:18]=3)[CH:12]=2)[CH2:7][CH2:6][CH2:5]1)(=[O:3])[CH3:2]. The yield is 0.720. (2) The reactants are CS[C:3](=[C:6]([C:9]#[N:10])[C:7]#[N:8])SC.[NH2:11][CH:12]1[CH2:17][CH2:16][N:15]([CH2:18][C:19]2[CH:24]=[CH:23][CH:22]=[CH:21][CH:20]=2)[CH2:14][CH2:13]1.[NH2:25][CH2:26][CH2:27][OH:28]. The catalyst is C1COCC1. The product is [CH2:18]([N:15]1[CH2:16][CH2:17][CH:12]([NH:11][C:3](=[C:6]([C:9]#[N:10])[C:7]#[N:8])[NH:25][CH2:26][CH2:27][OH:28])[CH2:13][CH2:14]1)[C:19]1[CH:24]=[CH:23][CH:22]=[CH:21][CH:20]=1. The yield is 0.577. (3) The reactants are CN(C=O)C.[N:6]1([C:11]2[CH:16]=[CH:15][C:14]([S:17]([OH:20])(=O)=[O:18])=[CH:13][CH:12]=2)[CH2:10][CH2:9][CH2:8][CH2:7]1.C(Cl)(=O)C([Cl:24])=O. The catalyst is ClCCl. The product is [N:6]1([C:11]2[CH:16]=[CH:15][C:14]([S:17]([Cl:24])(=[O:20])=[O:18])=[CH:13][CH:12]=2)[CH2:10][CH2:9][CH2:8][CH2:7]1. The yield is 0.190. (4) The reactants are O[CH:2]([C:4]1[CH:21]=[CH:20][C:7]2/[C:8](=[CH:17]/[C:18]#[N:19])/[C:9]3[CH:16]=[CH:15][CH:14]=[CH:13][C:10]=3[CH2:11][CH2:12][C:6]=2[CH:5]=1)[CH3:3].B(Br)(Br)Br.[CH2:26]([C:29]1[NH:30][C:31]2[C:37]([CH3:38])=[CH:36][CH:35]=[CH:34][C:32]=2[N:33]=1)[CH2:27][CH3:28].C(=O)([O-])[O-].[K+].[K+]. The catalyst is ClCCl.O. The product is [CH2:26]([C:29]1[N:33]([CH:2]([C:4]2[CH:21]=[CH:20][C:7]3/[C:8](=[CH:17]/[C:18]#[N:19])/[C:9]4[CH:16]=[CH:15][CH:14]=[CH:13][C:10]=4[CH2:11][CH2:12][C:6]=3[CH:5]=2)[CH3:3])[C:32]2[CH:34]=[CH:35][CH:36]=[C:37]([CH3:38])[C:31]=2[N:30]=1)[CH2:27][CH3:28]. The yield is 0.450. (5) The reactants are CC(C)([O-])C.[K+].[Br:7][C:8]1[CH:13]=[CH:12][C:11]([NH:14][NH2:15])=[C:10]([CH3:16])[CH:9]=1.[C:17](OCC)(=[O:20])[C:18]#[CH:19]. The catalyst is O. The product is [Br:7][C:8]1[CH:13]=[CH:12][C:11]([N:14]2[CH:19]=[CH:18][C:17]([OH:20])=[N:15]2)=[C:10]([CH3:16])[CH:9]=1. The yield is 0.240. (6) The reactants are [NH2:1][C:2]1[N:6]([C:7]2[CH:12]=[C:11]([N+:13]([O-:15])=[O:14])[CH:10]=[CH:9][C:8]=2[CH2:16][OH:17])[N:5]=[C:4]([C:18]2[CH:23]=[CH:22][C:21]([O:24][C:25]3[CH:30]=[CH:29][CH:28]=[CH:27][CH:26]=3)=[CH:20][CH:19]=2)[C:3]=1[C:31]([NH2:33])=[O:32]. The catalyst is C(Cl)Cl.O=[Mn]=O. The product is [NH2:1][C:2]1[N:6]([C:7]2[CH:12]=[C:11]([N+:13]([O-:15])=[O:14])[CH:10]=[CH:9][C:8]=2[CH:16]=[O:17])[N:5]=[C:4]([C:18]2[CH:23]=[CH:22][C:21]([O:24][C:25]3[CH:30]=[CH:29][CH:28]=[CH:27][CH:26]=3)=[CH:20][CH:19]=2)[C:3]=1[C:31]([NH2:33])=[O:32]. The yield is 0.730. (7) The reactants are [F:1][C:2]1[CH:3]=[C:4]2[C:8](=[CH:9][C:10]=1[NH:11][C:12]([CH:14]([O:16]C(=O)C)[CH3:15])=[O:13])[NH:7][C:6](=[O:20])[CH2:5]2.[OH-].[Na+].[CH3:23]O. The catalyst is O. The product is [F:1][C:2]1[CH:3]=[C:4]2[C:8](=[CH:9][C:10]=1[NH:11][C:12](=[O:13])[C:14]([OH:16])([CH3:15])[CH3:23])[NH:7][C:6](=[O:20])[CH2:5]2. The yield is 0.356. (8) The reactants are [N+:1]([C:4]1[CH:9]=[CH:8][C:7]([C:10]2[C:18]3[C:13](=[N:14][CH:15]=[N:16][C:17]=3[NH2:19])[O:12][N:11]=2)=[CH:6][CH:5]=1)([O-])=O.Cl[Sn]Cl. The catalyst is Cl. The product is [NH2:1][C:4]1[CH:9]=[CH:8][C:7]([C:10]2[C:18]3[C:13](=[N:14][CH:15]=[N:16][C:17]=3[NH2:19])[O:12][N:11]=2)=[CH:6][CH:5]=1. The yield is 0.320. (9) The reactants are [C:1]([O:9][C@H:10]1[CH2:15][CH2:14][C@H:13]([C:16]2[N:21]=[C:20]([C:22]3[CH:34]=[CH:33][C:25]([C:26]([O:28][C:29]([CH3:32])([CH3:31])[CH3:30])=[O:27])=[C:24]([F:35])[CH:23]=3)[C:19]([N:36]([C:44]([O:46][C:47]([CH3:50])([CH3:49])[CH3:48])=[O:45])[C:37]([O:39][C:40]([CH3:43])([CH3:42])[CH3:41])=[O:38])=[N:18][CH:17]=2)[CH2:12][C:11]1=O)(=[O:8])[C:2]1[CH:7]=[CH:6][CH:5]=[CH:4][CH:3]=1.[B-](F)(F)(F)F.CCN([S+](F)F)CC.[FH:65].[FH:66].F.C(N(CC)CC)C. The catalyst is C(Cl)Cl. The product is [C:1]([O:9][CH:10]1[CH2:15][CH2:14][CH:13]([C:16]2[N:21]=[C:20]([C:22]3[CH:34]=[CH:33][C:25]([C:26]([O:28][C:29]([CH3:30])([CH3:32])[CH3:31])=[O:27])=[C:24]([F:35])[CH:23]=3)[C:19]([N:36]([C:37]([O:39][C:40]([CH3:41])([CH3:43])[CH3:42])=[O:38])[C:44]([O:46][C:47]([CH3:50])([CH3:49])[CH3:48])=[O:45])=[N:18][CH:17]=2)[CH2:12][C:11]1([F:66])[F:65])(=[O:8])[C:2]1[CH:7]=[CH:6][CH:5]=[CH:4][CH:3]=1. The yield is 0.870. (10) The product is [Br:1][C:2]1[CH:11]=[N:10][C:9]2[C:8]([Cl:15])=[N:7][CH:6]=[N:5][C:4]=2[CH:3]=1. The yield is 0.420. The catalyst is C1(C)C=CC=CC=1. The reactants are [Br:1][C:2]1[CH:11]=[N:10][C:9]2[C:8](O)=[N:7][CH:6]=[N:5][C:4]=2[CH:3]=1.P(Cl)(Cl)([Cl:15])=O.C(=O)(O)[O-].[Na+].